Dataset: Full USPTO retrosynthesis dataset with 1.9M reactions from patents (1976-2016). Task: Predict the reactants needed to synthesize the given product. Given the product [OH:2][C:3]1[CH:4]=[C:5]2[C:9](=[C:10]([C:12]([O:14][CH3:15])=[O:13])[CH:11]=1)[CH2:8][C:7]([CH3:16])=[CH:6]2, predict the reactants needed to synthesize it. The reactants are: C[O:2][C:3]1[CH:4]=[C:5]2[C:9](=[C:10]([C:12]([O:14][CH3:15])=[O:13])[CH:11]=1)[CH2:8][C:7]([CH3:16])=[CH:6]2.B(Br)(Br)Br.